The task is: Predict the reactants needed to synthesize the given product.. This data is from Full USPTO retrosynthesis dataset with 1.9M reactions from patents (1976-2016). The reactants are: [F:1][C:2]([F:34])([F:33])[C:3]1[CH:4]=[C:5]([CH:26]=[C:27]([C:29]([F:32])([F:31])[F:30])[CH:28]=1)[C:6]([N:8]1[CH2:25][CH2:24][C:11]2([N:15]([C:16]3[CH:21]=[CH:20][CH:19]=[CH:18][C:17]=3[Cl:22])[CH2:14][NH:13][C:12]2=[O:23])[CH2:10][CH2:9]1)=[O:7].Cl[CH2:36][CH:37]1[O:41][C:40](=[O:42])[NH:39][CH2:38]1. Given the product [F:32][C:29]([F:31])([F:30])[C:27]1[CH:26]=[C:5]([CH:4]=[C:3]([C:2]([F:1])([F:33])[F:34])[CH:28]=1)[C:6]([N:8]1[CH2:9][CH2:10][C:11]2([N:15]([C:16]3[CH:21]=[CH:20][CH:19]=[CH:18][C:17]=3[Cl:22])[CH2:14][N:13]([CH2:36][CH:37]3[O:41][C:40](=[O:42])[NH:39][CH2:38]3)[C:12]2=[O:23])[CH2:24][CH2:25]1)=[O:7], predict the reactants needed to synthesize it.